Dataset: Reaction yield outcomes from USPTO patents with 853,638 reactions. Task: Predict the reaction yield, written as a fraction of the theoretical maximum amount of product (1.0 means a 100% yield; for example, 0.34 means a 34% yield). (1) The reactants are C(N(CC)CC)C.Cl.[C:9]([O:12][CH2:13][CH2:14][C@@H:15]([C:17]([OH:19])=[O:18])[NH2:16])(=[O:11])[CH3:10].[CH3:20][C:21]([O:24][C:25](O[C:25]([O:24][C:21]([CH3:23])([CH3:22])[CH3:20])=[O:26])=[O:26])([CH3:23])[CH3:22].O. The catalyst is O1CCCC1. The product is [C:25]([NH:16][C@H:15]([C:17]([OH:19])=[O:18])[CH2:14][CH2:13][O:12][C:9](=[O:11])[CH3:10])([O:24][C:21]([CH3:23])([CH3:22])[CH3:20])=[O:26]. The yield is 0.920. (2) The reactants are [F:1][C:2]1[CH:3]=[C:4]([CH:6]=[CH:7][C:8]=1[O:9][CH3:10])[NH2:5].C(O[CH:14]=[C:15]([C:21]([O:23][CH2:24][CH3:25])=[O:22])[C:16]([O:18][CH2:19][CH3:20])=[O:17])C. No catalyst specified. The product is [F:1][C:2]1[CH:3]=[C:4]([NH:5][CH:14]=[C:15]([C:16]([O:18][CH2:19][CH3:20])=[O:17])[C:21]([O:23][CH2:24][CH3:25])=[O:22])[CH:6]=[CH:7][C:8]=1[O:9][CH3:10]. The yield is 0.780.